From a dataset of Forward reaction prediction with 1.9M reactions from USPTO patents (1976-2016). Predict the product of the given reaction. (1) Given the reactants [C:1]([O:5][C:6]([N:8]1[CH2:14][CH2:13][CH2:12][CH:11]([C:15]2[CH:16]=[N:17][C:18]([NH2:21])=[CH:19][CH:20]=2)[CH2:10][CH2:9]1)=[O:7])([CH3:4])([CH3:3])[CH3:2].[Br:22][C:23]1[C:35](=[O:36])[N:34]([CH:37]2[CH2:41][CH2:40][CH2:39][CH2:38]2)[C:26]2[N:27]=[C:28](S(C)=O)[N:29]=[CH:30][C:25]=2[C:24]=1[CH3:42].C1(=O)OC(=O)CC1, predict the reaction product. The product is: [C:1]([O:5][C:6]([N:8]1[CH2:14][CH2:13][CH2:12][CH:11]([C:15]2[CH:16]=[N:17][C:18]([NH:21][C:28]3[N:29]=[CH:30][C:25]4[C:24]([CH3:42])=[C:23]([Br:22])[C:35](=[O:36])[N:34]([CH:37]5[CH2:38][CH2:39][CH2:40][CH2:41]5)[C:26]=4[N:27]=3)=[CH:19][CH:20]=2)[CH2:10][CH2:9]1)=[O:7])([CH3:4])([CH3:2])[CH3:3]. (2) Given the reactants C([O:4][CH2:5][C:6]1[CH:11]=[CH:10][C:9]([CH:12]2[S:16](=[O:18])(=[O:17])[N:15]([O:19][CH2:20][CH2:21][Si:22]([CH3:25])([CH3:24])[CH3:23])[C:14](=[O:26])[CH:13]2[CH3:27])=[C:8]([Br:28])[CH:7]=1)(=O)C.C(Cl)(=O)C, predict the reaction product. The product is: [Br:28][C:8]1[CH:7]=[C:6]([CH2:5][OH:4])[CH:11]=[CH:10][C:9]=1[CH:12]1[S:16](=[O:18])(=[O:17])[N:15]([O:19][CH2:20][CH2:21][Si:22]([CH3:24])([CH3:23])[CH3:25])[C:14](=[O:26])[CH:13]1[CH3:27].